This data is from Full USPTO retrosynthesis dataset with 1.9M reactions from patents (1976-2016). The task is: Predict the reactants needed to synthesize the given product. (1) Given the product [Si:24]([O:9][C:8]1[C:3]([O:2][CH3:1])=[CH:4][C:5]([CH:12]([NH:17][CH2:18][CH2:19][NH2:15])[CH3:13])=[CH:6][C:7]=1[O:10][CH3:11])([C:20]([CH3:23])([CH3:22])[CH3:21])([CH3:27])[CH3:26], predict the reactants needed to synthesize it. The reactants are: [CH3:1][O:2][C:3]1[CH:4]=[C:5]([C:12](=O)[CH3:13])[CH:6]=[C:7]([O:10][CH3:11])[C:8]=1[OH:9].[NH:15]1[CH:19]=[CH:18][N:17]=C1.[C:20]([Si:24]([CH3:27])([CH3:26])Cl)([CH3:23])([CH3:22])[CH3:21].[Cl-].[NH4+].C(N)CN.[BH4-].[Na+]. (2) Given the product [Cl:10][C:11]1[CH:12]=[C:13]([CH3:19])[CH:14]=[C:15]([Cl:18])[C:16]=1[O:9][CH2:8][CH2:7][O:6][C:2]1[S:1][CH:5]=[CH:4][N:3]=1, predict the reactants needed to synthesize it. The reactants are: [S:1]1[CH:5]=[CH:4][N:3]=[C:2]1[O:6][CH2:7][CH2:8][OH:9].[Cl:10][C:11]1[C:16](O)=[C:15]([Cl:18])[CH:14]=[C:13]([CH3:19])[CH:12]=1.P(CCCC)(CCCC)CCCC. (3) The reactants are: [NH2:1][C:2]([C@:4]1([CH3:23])[CH2:8][CH2:7][C@H:6]([C:9]2[CH:14]=[CH:13][C:12]([OH:15])=[CH:11][CH:10]=2)[N:5]1[C:16]([O:18][C:19]([CH3:22])([CH3:21])[CH3:20])=[O:17])=[O:3].C(=O)([O-])[O-].[K+].[K+].Br[CH2:31][C:32]1[CH:37]=[CH:36][CH:35]=[CH:34][C:33]=1[F:38].C(OCC)(=O)C. Given the product [NH2:1][C:2]([C@:4]1([CH3:23])[CH2:8][CH2:7][C@H:6]([C:9]2[CH:14]=[CH:13][C:12]([O:15][CH2:31][C:32]3[CH:37]=[CH:36][CH:35]=[CH:34][C:33]=3[F:38])=[CH:11][CH:10]=2)[N:5]1[C:16]([O:18][C:19]([CH3:22])([CH3:21])[CH3:20])=[O:17])=[O:3], predict the reactants needed to synthesize it. (4) Given the product [Cl:5][C:6]1[N:11]=[C:10]([N:12]([CH3:14])[CH3:13])[CH:9]=[C:8]([CH2:2][CH3:1])[N:7]=1.[Cl:15][C:8]1[N:7]=[C:6]([CH2:2][CH3:1])[N:11]=[C:10]([N:12]([CH3:14])[CH3:13])[CH:9]=1, predict the reactants needed to synthesize it. The reactants are: [CH3:1][CH2:2][Mg+].[Br-].[Cl:5][C:6]1[N:11]=[C:10]([N:12]([CH3:14])[CH3:13])[CH:9]=[C:8]([Cl:15])[N:7]=1.[NH4+].[Cl-].